This data is from NCI-60 drug combinations with 297,098 pairs across 59 cell lines. The task is: Regression. Given two drug SMILES strings and cell line genomic features, predict the synergy score measuring deviation from expected non-interaction effect. (1) Drug 1: CC=C1C(=O)NC(C(=O)OC2CC(=O)NC(C(=O)NC(CSSCCC=C2)C(=O)N1)C(C)C)C(C)C. Drug 2: COCCOC1=C(C=C2C(=C1)C(=NC=N2)NC3=CC=CC(=C3)C#C)OCCOC.Cl. Cell line: M14. Synergy scores: CSS=51.6, Synergy_ZIP=2.19, Synergy_Bliss=3.15, Synergy_Loewe=-44.5, Synergy_HSA=1.89. (2) Drug 1: C1CN1C2=NC(=NC(=N2)N3CC3)N4CC4. Drug 2: CC1OCC2C(O1)C(C(C(O2)OC3C4COC(=O)C4C(C5=CC6=C(C=C35)OCO6)C7=CC(=C(C(=C7)OC)O)OC)O)O. Cell line: ACHN. Synergy scores: CSS=64.6, Synergy_ZIP=-1.46, Synergy_Bliss=-1.94, Synergy_Loewe=-0.603, Synergy_HSA=3.23. (3) Drug 1: COC1=CC(=CC(=C1O)OC)C2C3C(COC3=O)C(C4=CC5=C(C=C24)OCO5)OC6C(C(C7C(O6)COC(O7)C8=CC=CS8)O)O. Drug 2: C1CC(C1)(C(=O)O)C(=O)O.[NH2-].[NH2-].[Pt+2]. Cell line: HCC-2998. Synergy scores: CSS=25.7, Synergy_ZIP=-8.69, Synergy_Bliss=-2.83, Synergy_Loewe=-34.2, Synergy_HSA=-1.99. (4) Drug 1: CN(CC1=CN=C2C(=N1)C(=NC(=N2)N)N)C3=CC=C(C=C3)C(=O)NC(CCC(=O)O)C(=O)O. Drug 2: CC1CCCC2(C(O2)CC(NC(=O)CC(C(C(=O)C(C1O)C)(C)C)O)C(=CC3=CSC(=N3)C)C)C. Cell line: PC-3. Synergy scores: CSS=49.8, Synergy_ZIP=-7.22, Synergy_Bliss=-8.85, Synergy_Loewe=-1.05, Synergy_HSA=1.19. (5) Drug 2: CN(C)N=NC1=C(NC=N1)C(=O)N. Cell line: TK-10. Synergy scores: CSS=4.24, Synergy_ZIP=-2.08, Synergy_Bliss=0.479, Synergy_Loewe=-5.14, Synergy_HSA=-1.13. Drug 1: C1CCC(C1)C(CC#N)N2C=C(C=N2)C3=C4C=CNC4=NC=N3. (6) Drug 1: C1CCN(CC1)CCOC2=CC=C(C=C2)C(=O)C3=C(SC4=C3C=CC(=C4)O)C5=CC=C(C=C5)O. Drug 2: C1CN1P(=S)(N2CC2)N3CC3. Cell line: NCI-H522. Synergy scores: CSS=6.64, Synergy_ZIP=-3.84, Synergy_Bliss=-2.04, Synergy_Loewe=-4.08, Synergy_HSA=-2.89. (7) Drug 1: C1=CC(=CC=C1CCC2=CNC3=C2C(=O)NC(=N3)N)C(=O)NC(CCC(=O)O)C(=O)O. Drug 2: C1=NNC2=C1C(=O)NC=N2. Cell line: KM12. Synergy scores: CSS=14.1, Synergy_ZIP=-7.54, Synergy_Bliss=-7.58, Synergy_Loewe=-4.27, Synergy_HSA=-4.16. (8) Synergy scores: CSS=10.9, Synergy_ZIP=3.99, Synergy_Bliss=-0.547, Synergy_Loewe=2.73, Synergy_HSA=-2.25. Cell line: COLO 205. Drug 2: CC(C)(C#N)C1=CC(=CC(=C1)CN2C=NC=N2)C(C)(C)C#N. Drug 1: CC1=C(C=C(C=C1)C(=O)NC2=CC(=CC(=C2)C(F)(F)F)N3C=C(N=C3)C)NC4=NC=CC(=N4)C5=CN=CC=C5.